Dataset: Forward reaction prediction with 1.9M reactions from USPTO patents (1976-2016). Task: Predict the product of the given reaction. (1) Given the reactants C([Sn](CCCC)(CCCC)[C:6]1[CH:11]=[C:10]([O:12][CH3:13])[C:9]([O:14][CH3:15])=[C:8]([O:16][CH3:17])[CH:7]=1)CCC.[Br:26][CH2:27][CH2:28][CH2:29][CH2:30][C:31](Cl)=[O:32], predict the reaction product. The product is: [Br:26][CH2:27][CH2:28][CH2:29][CH2:30][C:31]([C:6]1[CH:7]=[C:8]([O:16][CH3:17])[C:9]([O:14][CH3:15])=[C:10]([O:12][CH3:13])[CH:11]=1)=[O:32]. (2) The product is: [C:16]1([C:22]2[N:26]=[C:25]([N:27]3[CH2:32][CH2:31][N:30]([C:8]([NH:7][C:2]4[CH:3]=[N:4][CH:5]=[CH:6][N:1]=4)=[O:15])[CH2:29][CH2:28]3)[S:24][N:23]=2)[CH:17]=[CH:18][CH:19]=[CH:20][CH:21]=1. Given the reactants [N:1]1[CH:6]=[CH:5][N:4]=[CH:3][C:2]=1[NH:7][C:8](=[O:15])OCC(Cl)(Cl)Cl.[C:16]1([C:22]2[N:26]=[C:25]([N:27]3[CH2:32][CH2:31][NH:30][CH2:29][CH2:28]3)[S:24][N:23]=2)[CH:21]=[CH:20][CH:19]=[CH:18][CH:17]=1.C(N(C(C)C)CC)(C)C.CS(C)=O, predict the reaction product.